From a dataset of Forward reaction prediction with 1.9M reactions from USPTO patents (1976-2016). Predict the product of the given reaction. (1) The product is: [CH3:1][O:2][C:3]1[C:11]([CH3:12])=[CH:10][CH:9]=[CH:8][C:4]=1[C:5]([NH2:15])=[O:6]. Given the reactants [CH3:1][O:2][C:3]1[C:11]([CH3:12])=[CH:10][CH:9]=[CH:8][C:4]=1[C:5](O)=[O:6].O.O[N:15]1C2C=CC=CC=2N=N1.Cl.CN(C)CCCN=C=NCC.N, predict the reaction product. (2) The product is: [Cl:33][C:26]1[CH:27]=[N+:28]([O-:32])[CH:29]=[C:30]([Cl:31])[C:25]=1[CH2:24][C@@H:23]([C:34]1[CH:39]=[CH:38][C:37]([O:40][CH:41]([F:42])[F:43])=[C:36]([O:44][CH2:45][CH:46]2[CH2:47][CH2:48]2)[CH:35]=1)[O:22][C:20](=[O:21])[CH2:19][N:18]([CH3:49])[CH2:17][C:16]1[CH:15]=[CH:14][C:13]([NH:8][S:9]([CH3:12])(=[O:11])=[O:10])=[CH:51][CH:50]=1. Given the reactants C(OC([N:8]([C:13]1[CH:51]=[CH:50][C:16]([CH2:17][N:18]([CH3:49])[CH2:19][C:20]([O:22][C@H:23]([C:34]2[CH:39]=[CH:38][C:37]([O:40][CH:41]([F:43])[F:42])=[C:36]([O:44][CH2:45][CH:46]3[CH2:48][CH2:47]3)[CH:35]=2)[CH2:24][C:25]2[C:30]([Cl:31])=[CH:29][N+:28]([O-:32])=[CH:27][C:26]=2[Cl:33])=[O:21])=[CH:15][CH:14]=1)[S:9]([CH3:12])(=[O:11])=[O:10])=O)(C)(C)C.O1CCOCC1.C([O-])(O)=O.[Na+], predict the reaction product. (3) Given the reactants Cl[C:2]1[C:7]([N+:8]([O-:10])=[O:9])=[CH:6][CH:5]=[C:4]([O:11][CH3:12])[N:3]=1.[F-:13].[K+].Cl[C:16]([F:22])([F:21])C(OC)=O, predict the reaction product. The product is: [CH3:12][O:11][C:4]1[N:3]=[C:2]([C:16]([F:22])([F:13])[F:21])[C:7]([N+:8]([O-:10])=[O:9])=[CH:6][CH:5]=1. (4) Given the reactants [Cl:1][C:2]1[CH:11]=[C:10]([CH:12](O)[CH3:13])[C:9]([C:15]2[CH:20]=[CH:19][CH:18]=[CH:17][C:16]=2[F:21])=[C:8]2[C:3]=1[CH:4]=[CH:5][CH:6]=[N:7]2.C(N(CC)CC)C.CS(Cl)(=O)=O.[N-:34]=[N+:35]=[N-:36].[Na+], predict the reaction product. The product is: [N:34]([CH:12]([C:10]1[C:9]([C:15]2[CH:20]=[CH:19][CH:18]=[CH:17][C:16]=2[F:21])=[C:8]2[C:3]([CH:4]=[CH:5][CH:6]=[N:7]2)=[C:2]([Cl:1])[CH:11]=1)[CH3:13])=[N+:35]=[N-:36]. (5) Given the reactants [CH:1]1([C:7]2[CH:16]=[C:15]3[C:10]([C:11]([CH3:24])=[CH:12][C:13](=[O:23])[N:14]3[CH2:17][CH:18]3OCC[O:19]3)=[CH:9][CH:8]=2)[CH2:6][CH2:5][CH2:4][CH2:3][CH2:2]1.FC(F)(F)C(O)=O.C(OCC)(=O)C.C(=O)([O-])O.[Na+], predict the reaction product. The product is: [CH:1]1([C:7]2[CH:16]=[C:15]3[C:10]([C:11]([CH3:24])=[CH:12][C:13](=[O:23])[N:14]3[CH2:17][CH:18]=[O:19])=[CH:9][CH:8]=2)[CH2:2][CH2:3][CH2:4][CH2:5][CH2:6]1. (6) Given the reactants [CH:1]1[C:10]2[C:5](=[CH:6][CH:7]=[CH:8][CH:9]=2)[CH:4]=[CH:3][C:2]=1[CH2:11][S:12]([O-:15])(=O)=[O:13].[Na+].S(Cl)([Cl:19])=O.CCCCCC.CCOC(C)=O, predict the reaction product. The product is: [CH:1]1[C:10]2[C:5](=[CH:6][CH:7]=[CH:8][CH:9]=2)[CH:4]=[CH:3][C:2]=1[CH2:11][S:12]([Cl:19])(=[O:15])=[O:13]. (7) Given the reactants [F:1][C:2]1[CH:3]=[C:4]([CH:9]=[CH:10][CH:11]=1)[C:5](Cl)=[N:6][OH:7].[CH3:12][O:13][C:14](=[O:18])[CH2:15][C:16]#[N:17].C[O-].[Na+], predict the reaction product. The product is: [NH2:17][C:16]1[O:7][N:6]=[C:5]([C:4]2[CH:9]=[CH:10][CH:11]=[C:2]([F:1])[CH:3]=2)[C:15]=1[C:14]([O:13][CH3:12])=[O:18].